Predict the reactants needed to synthesize the given product. From a dataset of Full USPTO retrosynthesis dataset with 1.9M reactions from patents (1976-2016). (1) Given the product [Cl:1][C:2]1[CH:7]=[CH:6][C:5]([CH3:8])=[C:4]2[C:3]=1[NH:9][CH:13]=[CH:12]2, predict the reactants needed to synthesize it. The reactants are: [Cl:1][C:2]1[CH:7]=[CH:6][C:5]([CH3:8])=[CH:4][C:3]=1[N+:9]([O-])=O.[CH:12]([Mg]Br)=[CH2:13].[Cl-].[NH4+].Cl. (2) Given the product [CH:20]([CH:11]1[CH2:10][N:9]([C:7](=[O:8])/[CH:6]=[CH:5]/[C:4]([OH:23])=[O:3])[C:14]2[CH:15]=[CH:16][C:17]([CH3:19])=[CH:18][C:13]=2[O:12]1)([CH3:22])[CH3:21], predict the reactants needed to synthesize it. The reactants are: C([O:3][C:4](=[O:23])/[CH:5]=[CH:6]/[C:7]([N:9]1[C:14]2[CH:15]=[CH:16][C:17]([CH3:19])=[CH:18][C:13]=2[O:12][CH:11]([CH:20]([CH3:22])[CH3:21])[CH2:10]1)=[O:8])C.[OH-].[Na+]. (3) Given the product [F:1][C:2]([F:20])([F:19])[C:3]([CH:6]1[CH2:11][CH2:10][CH2:9][CH:8]=[C:7]1[C:12]1[CH:17]=[CH:16][CH:15]=[CH:14][CH:13]=1)([OH:18])[CH:4]=[N:21][C:22]1[CH:31]=[CH:30][CH:29]=[C:28]2[C:23]=1[CH:24]=[N:25][C:26]([CH3:32])=[N:27]2, predict the reactants needed to synthesize it. The reactants are: [F:1][C:2]([F:20])([F:19])[C:3]([OH:18])([CH:6]1[CH2:11][CH2:10][CH2:9][CH:8]=[C:7]1[C:12]1[CH:17]=[CH:16][CH:15]=[CH:14][CH:13]=1)[CH:4]=O.[NH2:21][C:22]1[CH:31]=[CH:30][CH:29]=[C:28]2[C:23]=1[CH:24]=[N:25][C:26]([CH3:32])=[N:27]2.O. (4) Given the product [CH2:1]([O:8][C:9]1[C:18]([O:19][CH3:20])=[CH:17][CH:16]=[C:15]2[C:10]=1[CH2:11][CH2:12][N:13]([C:26]([O:25][C:22]([CH3:24])([CH3:23])[CH3:21])=[O:27])[CH2:14]2)[C:2]1[CH:7]=[CH:6][CH:5]=[CH:4][CH:3]=1, predict the reactants needed to synthesize it. The reactants are: [CH2:1]([O:8][C:9]1[C:18]([O:19][CH3:20])=[CH:17][CH:16]=[C:15]2[C:10]=1[CH2:11][CH2:12][NH:13][CH2:14]2)[C:2]1[CH:7]=[CH:6][CH:5]=[CH:4][CH:3]=1.[CH3:21][C:22]([O:25][C:26](O[C:26]([O:25][C:22]([CH3:24])([CH3:23])[CH3:21])=[O:27])=[O:27])([CH3:24])[CH3:23].C(OC(C)(C)C)=O. (5) Given the product [C:18]([O:22][C:23]([N:13]1[CH2:12][C@@H:11]2[N:3]([C:4]3[N:5]=[C:6]4[CH2:17][O:16][CH2:15][C:7]4=[CH:8][C:9]=3[CH2:10]2)[C@H:2]([CH3:1])[CH2:14]1)=[O:24])([CH3:21])([CH3:20])[CH3:19], predict the reactants needed to synthesize it. The reactants are: [CH3:1][C@@H:2]1[CH2:14][NH:13][CH2:12][C@@H:11]2[N:3]1[C:4]1[N:5]=[C:6]3[CH2:17][O:16][CH2:15][C:7]3=[CH:8][C:9]=1[CH2:10]2.[C:18]([O:22][C:23](O[C:23]([O:22][C:18]([CH3:21])([CH3:20])[CH3:19])=[O:24])=[O:24])([CH3:21])([CH3:20])[CH3:19]. (6) The reactants are: [NH2:1][C:2]1[C:7]([Br:8])=[CH:6][C:5]([CH3:9])=[CH:4][N:3]=1.[CH3:10][CH:11]1[CH2:16][C:15](=[O:17])[CH2:14][C:13](=O)[CH2:12]1.O.C1(C)C=CC(S(O)(=O)=O)=CC=1.C(=O)(O)[O-].[Na+]. Given the product [Br:8][C:7]1[C:2]([NH:1][C:13]2[CH2:12][CH:11]([CH3:10])[CH2:16][C:15](=[O:17])[CH:14]=2)=[N:3][CH:4]=[C:5]([CH3:9])[CH:6]=1, predict the reactants needed to synthesize it. (7) Given the product [Cl:1][C:2]1[CH:3]=[CH:4][CH:5]=[C:6]2[C:10]=1[N:9]([CH2:11][CH:12]1[CH2:13][CH2:14][CH2:15][CH2:16][CH2:17]1)[CH:8]=[C:7]2[C:18]([OH:19])=[O:24], predict the reactants needed to synthesize it. The reactants are: [Cl:1][C:2]1[CH:3]=[CH:4][CH:5]=[C:6]2[C:10]=1[N:9]([CH2:11][CH:12]1[CH2:17][CH2:16][CH2:15][CH2:14][CH2:13]1)[CH:8]=[C:7]2[C:18](C(F)(F)F)=[O:19].[OH-:24].[Na+]. (8) Given the product [C:29]([N:10]1[C:11]2[C:16](=[C:15]([O:19][CH2:20][CH2:21][CH3:22])[C:14]([CH:23]3[CH2:28][CH2:27][N:26]([C:6]([NH:3][CH2:1][CH3:2])=[O:35])[CH2:25][CH2:24]3)=[CH:13][CH:12]=2)[CH2:17][CH2:18][C@@H:9]1[CH3:8])(=[O:31])[CH3:30], predict the reactants needed to synthesize it. The reactants are: [CH2:1]([N:3]([CH2:6]C)CC)[CH3:2].[CH3:8][C@H:9]1[CH2:18][CH2:17][C:16]2[C:11](=[CH:12][CH:13]=[C:14]([CH:23]3[CH2:28][CH2:27][NH:26][CH2:25][CH2:24]3)[C:15]=2[O:19][CH2:20][CH2:21][CH3:22])[N:10]1[C:29](=[O:31])[CH3:30].ClC(Cl)([O:35]C(=O)OC(Cl)(Cl)Cl)Cl.N1C=CC=CC=1.C(N)C.